From a dataset of Full USPTO retrosynthesis dataset with 1.9M reactions from patents (1976-2016). Predict the reactants needed to synthesize the given product. Given the product [CH3:25][C:26]1[CH:27]=[CH:28][C:29]([C:2]2[C:3]3[N:4]([C:15]([C:18]4[CH:23]=[CH:22][CH:21]=[CH:20][CH:19]=4)=[N:16][N:17]=3)[CH:5]=[C:6]([C:8]([O:10][C:11]([CH3:14])([CH3:13])[CH3:12])=[O:9])[CH:7]=2)=[N:30][CH:31]=1, predict the reactants needed to synthesize it. The reactants are: Cl[C:2]1[C:3]2[N:4]([C:15]([C:18]3[CH:23]=[CH:22][CH:21]=[CH:20][CH:19]=3)=[N:16][N:17]=2)[CH:5]=[C:6]([C:8]([O:10][C:11]([CH3:14])([CH3:13])[CH3:12])=[O:9])[CH:7]=1.[Br-].[CH3:25][C:26]1[CH:27]=[CH:28][C:29]([Zn+])=[N:30][CH:31]=1.